From a dataset of Forward reaction prediction with 1.9M reactions from USPTO patents (1976-2016). Predict the product of the given reaction. (1) Given the reactants C(OO)(C)(C)C.[OH-].[NH4+:8].[Br:9][C:10]1[CH:23]=[C:22]2[C:13]([O:14][C:15]3[C:16]([F:35])=[CH:17][C:18]([O:33][CH3:34])=[CH:19][C:20]=3[C:21]32[C:27]2=[N:28][CH2:29][CH2:30][CH2:31][N:26]2[C:25](=S)[NH:24]3)=[CH:12][CH:11]=1, predict the reaction product. The product is: [Br:9][C:10]1[CH:23]=[C:22]2[C:13]([O:14][C:15]3[C:16]([F:35])=[CH:17][C:18]([O:33][CH3:34])=[CH:19][C:20]=3[C:21]32[C:27]2=[N:28][CH2:29][CH2:30][CH2:31][N:26]2[C:25]([NH2:8])=[N:24]3)=[CH:12][CH:11]=1. (2) Given the reactants [NH2:1][C:2]1[C:6]2[C:7]([O:11][CH2:12][C:13]3[CH:18]=[CH:17][CH:16]=[CH:15][CH:14]=3)=[N:8][CH:9]=[CH:10][C:5]=2[N:4]([C@H:19]([CH:23]2[CH2:25][CH2:24]2)[CH2:20][C:21]#[N:22])[N:3]=1.Br[C:27]1[CH:35]=[CH:34][C:30]([C:31]([OH:33])=[O:32])=[C:29]([CH3:36])[CH:28]=1.C([O-])(=O)C.[K+].CC(C1C=C(C(C)C)C(C2C(P(C(C)(C)C)C(C)(C)C)=CC=CC=2)=C(C(C)C)C=1)C, predict the reaction product. The product is: [CH2:12]([O:11][C:7]1[C:6]2[C:2]([NH:1][C:27]3[CH:35]=[CH:34][C:30]([C:31]([OH:33])=[O:32])=[C:29]([CH3:36])[CH:28]=3)=[N:3][N:4]([C@H:19]([CH:23]3[CH2:25][CH2:24]3)[CH2:20][C:21]#[N:22])[C:5]=2[CH:10]=[CH:9][N:8]=1)[C:13]1[CH:18]=[CH:17][CH:16]=[CH:15][CH:14]=1. (3) Given the reactants C(C1OC(C2C=[C:11]([S:15]([NH2:18])(=[O:17])=[O:16])C=CC=2)=CC=1)(=O)C.ClC1[N:25]=[CH:24][CH:23]=[CH:22][N:21]=1.C(=O)([O-])[O-].[K+].[K+], predict the reaction product. The product is: [N:21]1[CH:22]=[CH:23][CH:24]=[N:25][C:11]=1[S:15]([NH2:18])(=[O:16])=[O:17]. (4) Given the reactants [C:1]([O:5][C:6](=[O:19])[NH:7][CH2:8][C:9]1[NH:18][C:12]2=[N:13][CH:14]=[C:15](Br)[CH:16]=[C:11]2[N:10]=1)([CH3:4])([CH3:3])[CH3:2].CCN(CC)CC, predict the reaction product. The product is: [C:1]([O:5][C:6]([NH:7][CH2:8][C:9]1[NH:18][C:12]2=[N:13][CH:14]=[C:15]([C:6]([O:5][CH3:1])=[O:19])[CH:16]=[C:11]2[N:10]=1)=[O:19])([CH3:4])([CH3:3])[CH3:2].